This data is from Forward reaction prediction with 1.9M reactions from USPTO patents (1976-2016). The task is: Predict the product of the given reaction. The product is: [Cl:16][C:17]1[CH:25]=[C:24]2[C:20]([C:21]([C:26]([O:28][CH3:29])=[O:27])=[CH:22][NH:23]2)=[CH:19][C:18]=1[C:2]1[CH:7]=[CH:6][C:5]([C:8]2([CH2:12][OH:13])[CH2:11][CH2:10][CH2:9]2)=[C:4]([O:14][CH3:15])[CH:3]=1. Given the reactants Br[C:2]1[CH:7]=[CH:6][C:5]([C:8]2([CH2:12][OH:13])[CH2:11][CH2:10][CH2:9]2)=[C:4]([O:14][CH3:15])[CH:3]=1.[Cl:16][C:17]1[CH:25]=[C:24]2[C:20]([C:21]([C:26]([O:28][CH3:29])=[O:27])=[CH:22][NH:23]2)=[CH:19][C:18]=1B1OCC(C)(C)CO1.C(=O)([O-])[O-].[K+].[K+], predict the reaction product.